From a dataset of Forward reaction prediction with 1.9M reactions from USPTO patents (1976-2016). Predict the product of the given reaction. (1) Given the reactants [NH2:1][C@@H:2]([CH3:5])[CH2:3][OH:4].Br[CH2:7][CH2:8][CH2:9][CH:10](Br)[CH3:11].C([O-])([O-])=O.[Na+].[Na+], predict the reaction product. The product is: [CH3:7][C@H:8]1[CH2:9][CH2:10][CH2:11][N:1]1[C@@H:2]([CH3:5])[CH2:3][OH:4]. (2) Given the reactants [O:1]=[C:2]1[CH:6]=[CH:5][C:4](=[O:7])[N:3]1[CH2:8][CH2:9][CH2:10][CH2:11][CH2:12][C:13]([NH:15][C@@H:16]([CH:25]([CH3:27])[CH3:26])[C:17]([NH:19][C@@H:20]([CH3:24])[C:21]([OH:23])=O)=[O:18])=[O:14].CCOC1N(C(OCC)=O)C2C(=CC=CC=2)C=C1.[NH2:46][C:47]1[CH:52]=[CH:51][C:50]([C:53]2[CH2:54][C@@H:55]3[N:61]([CH:62]=2)[C:60](=[O:63])[C:59]2[CH:64]=[C:65]([O:91][CH3:92])[C:66]([O:68][CH2:69][CH2:70][CH2:71][O:72][C:73]4[C:88]([O:89][CH3:90])=[CH:87][C:76]5[C:77](=[O:86])[N:78]6[CH:84]=[C:83]([CH3:85])[CH2:82][C@H:79]6[CH:80]=[N:81][C:75]=5[CH:74]=4)=[CH:67][C:58]=2[N:57]=[CH:56]3)=[CH:49][CH:48]=1, predict the reaction product. The product is: [O:7]=[C:4]1[CH:5]=[CH:6][C:2](=[O:1])[N:3]1[CH2:8][CH2:9][CH2:10][CH2:11][CH2:12][C:13]([NH:15][C@@H:16]([CH:25]([CH3:27])[CH3:26])[C:17]([NH:19][C@@H:20]([CH3:24])[C:21]([NH:46][C:47]1[CH:52]=[CH:51][C:50]([C:53]2[CH2:54][C@@H:55]3[N:61]([CH:62]=2)[C:60](=[O:63])[C:59]2[CH:64]=[C:65]([O:91][CH3:92])[C:66]([O:68][CH2:69][CH2:70][CH2:71][O:72][C:73]4[C:88]([O:89][CH3:90])=[CH:87][C:76]5[C:77](=[O:86])[N:78]6[CH:84]=[C:83]([CH3:85])[CH2:82][C@H:79]6[CH:80]=[N:81][C:75]=5[CH:74]=4)=[CH:67][C:58]=2[N:57]=[CH:56]3)=[CH:49][CH:48]=1)=[O:23])=[O:18])=[O:14]. (3) Given the reactants [CH:1]1([OH:6])[CH2:5][CH2:4][CH2:3][CH2:2]1.CC(C)([O-])C.[K+].Cl[C:14]1[N+:19]([O-:20])=[C:18]2[CH2:21][CH2:22][CH2:23][C:17]2=[C:16]([Cl:24])[CH:15]=1, predict the reaction product. The product is: [Cl:24][C:16]1[CH:15]=[C:14]([O:6][CH:1]2[CH2:5][CH2:4][CH2:3][CH2:2]2)[N+:19]([O-:20])=[C:18]2[CH2:21][CH2:22][CH2:23][C:17]=12. (4) The product is: [Br:1][C:2]1[C:3]([CH:12]=[O:13])=[CH:4][C:5]([C:8]([F:9])([F:10])[F:11])=[N:6][CH:7]=1. Given the reactants [Br:1][C:2]1[C:3]([C:12](N(OC)C)=[O:13])=[CH:4][C:5]([C:8]([F:11])([F:10])[F:9])=[N:6][CH:7]=1.CC(C[AlH]CC(C)C)C.C1(C)C=CC=CC=1, predict the reaction product. (5) Given the reactants [OH-:1].[Na+:2].[CH:3]1([C:8]2[C:9](=[O:21])[O:10][C:11](=[O:20])[C:12]=2[C@H:13]2[CH2:18][CH2:17][C@@H:16]([OH:19])[CH2:15][CH2:14]2)[CH2:7][CH2:6][CH2:5][CH2:4]1, predict the reaction product. The product is: [CH:3]1(/[C:8](=[C:12](\[C@H:13]2[CH2:18][CH2:17][C@@H:16]([OH:19])[CH2:15][CH2:14]2)/[C:11]([O-:10])=[O:20])/[C:9]([O-:21])=[O:1])[CH2:7][CH2:6][CH2:5][CH2:4]1.[Na+:2].[Na+:2]. (6) The product is: [Cl:25][C:26]1[CH:27]=[C:28]([CH:31]=[CH:32][C:33]=1[O:34][CH3:35])[CH2:29][NH:30][C:7]1[N:9]=[C:10]([Cl:42])[CH:11]=[CH:16][C:6]=1[C:20]([OH:22])=[O:21]. Given the reactants CSC1N=[C:7]([NH:9][CH2:10][C:11]2[CH:16]=CC(OC)=C(Cl)C=2)[C:6]([C:20]([O:22]CC)=[O:21])=CN=1.[Cl:25][C:26]1[CH:27]=[C:28]([CH:31]=[CH:32][C:33]=1[O:34][CH3:35])[CH2:29][NH2:30].C(=O)([O-])[O-].[K+].[K+].[ClH:42], predict the reaction product. (7) Given the reactants [OH:1][C:2]1[CH:3]=[C:4]2[C:9](=[CH:10][C:11]=1[CH3:12])[O:8][C:7]1([CH2:21][C:20]([CH3:23])([CH3:22])[C:19]3[C:14](=[CH:15][C:16]([CH3:25])=[C:17]([OH:24])[CH:18]=3)[O:13]1)[CH2:6][C:5]2([CH3:27])[CH3:26].C(=O)([O-])[O-].[K+].[K+].Br[CH2:35][CH2:36][CH2:37][C:38]([O:40]CC)=[O:39].[OH-].[Na+].Cl, predict the reaction product. The product is: [OH:1][C:2]1[CH:3]=[C:4]2[C:9](=[CH:10][C:11]=1[CH3:12])[O:8][C:7]1([CH2:21][C:20]([CH3:22])([CH3:23])[C:19]3[C:14](=[CH:15][C:16]([CH3:25])=[C:17]([O:24][CH2:35][CH2:36][CH2:37][C:38]([OH:40])=[O:39])[CH:18]=3)[O:13]1)[CH2:6][C:5]2([CH3:27])[CH3:26].